From a dataset of Full USPTO retrosynthesis dataset with 1.9M reactions from patents (1976-2016). Predict the reactants needed to synthesize the given product. (1) Given the product [CH:14]1[C:25]2[C:20](=[CH:21][CH:22]=[CH:23][CH:24]=2)[CH:26]=[CH:16][C:15]=1[C:18]1[C:6]2[C:1](=[CH:2][CH:3]=[CH:4][CH:5]=2)[C:26]([N:7]([C:1]2[CH:2]=[CH:3][CH:4]=[CH:5][CH:6]=2)[C:8]2[CH:9]=[CH:10][CH:11]=[CH:12][CH:13]=2)=[C:20]2[C:25]=1[CH:24]=[CH:23][CH:22]=[CH:21]2, predict the reactants needed to synthesize it. The reactants are: [C:1]1([NH:7][C:8]2[CH:13]=[CH:12][CH:11]=[CH:10][CH:9]=2)[CH:6]=[CH:5][CH:4]=[CH:3][CH:2]=1.[CH3:14][C:15]([CH3:18])([O-])[CH3:16].[Na+].[C:20]1([CH3:26])[CH:25]=[CH:24][CH:23]=[CH:22][CH:21]=1. (2) The reactants are: [Cl:1][C:2]1[CH:3]=[CH:4][C:5]([C:8]#[N:9])=[N:6][CH:7]=1.[CH3:10][Sn:11](Cl)([CH3:13])[CH3:12].[Li+].CC([N-]C(C)C)C.[Cl-].[NH4+]. Given the product [Cl:1][C:2]1[C:3]([Sn:11]([CH3:13])([CH3:12])[CH3:10])=[CH:4][C:5]([C:8]#[N:9])=[N:6][CH:7]=1, predict the reactants needed to synthesize it. (3) Given the product [CH3:1][C:2]1[N:7]=[C:6]([C:8]([OH:21])=[O:16])[C:5]([C:10]2[CH:15]=[CH:14][CH:13]=[CH:12][N:11]=2)=[CH:4][CH:3]=1, predict the reactants needed to synthesize it. The reactants are: [CH3:1][C:2]1[N:7]=[C:6]([C:8]#N)[C:5]([C:10]2[CH:15]=[CH:14][CH:13]=[CH:12][N:11]=2)=[CH:4][CH:3]=1.[OH-:16].[Na+].C1C(=NNC2C=CC(/C=C/C3C=CC(NN=C4C=CC(=O)C=C4)=CC=3S([O-])(=O)=O)=C(S([O-])(=O)=O)C=2)C=CC(=[O:21])C=1.[Na+].[Na+].